From a dataset of Peptide-MHC class II binding affinity with 134,281 pairs from IEDB. Regression. Given a peptide amino acid sequence and an MHC pseudo amino acid sequence, predict their binding affinity value. This is MHC class II binding data. (1) The peptide sequence is YDKFPANVSTVLTGK. The MHC is DRB1_0401 with pseudo-sequence DRB1_0401. The binding affinity (normalized) is 0.369. (2) The binding affinity (normalized) is 0.427. The peptide sequence is VGTMVMELIRMIKRG. The MHC is DRB1_0701 with pseudo-sequence DRB1_0701. (3) The peptide sequence is FMSKGGMRNVFDEVI. The MHC is DRB1_1501 with pseudo-sequence DRB1_1501. The binding affinity (normalized) is 0.198. (4) The peptide sequence is FEQMRLFKTLSSISL. The MHC is DRB1_0101 with pseudo-sequence DRB1_0101. The binding affinity (normalized) is 0.719. (5) The peptide sequence is EKKYFAATQFEPLIA. The MHC is DRB1_0701 with pseudo-sequence DRB1_0701. The binding affinity (normalized) is 0.838. (6) The peptide sequence is VVMTSLALVGAALHP. The MHC is DRB1_1501 with pseudo-sequence DRB1_1501. The binding affinity (normalized) is 0.363.